Predict the reaction yield, written as a fraction of the theoretical maximum amount of product (1.0 means a 100% yield; for example, 0.34 means a 34% yield). From a dataset of Reaction yield outcomes from USPTO patents with 853,638 reactions. (1) The reactants are [C:1]([Mg]Br)#[CH:2].[CH3:5][C:6]1[N:7]=[C:8]([C:11](=[O:13])[CH3:12])[S:9][CH:10]=1. The catalyst is O1CCCC1. The product is [CH3:5][C:6]1[N:7]=[C:8]([C:11]([OH:13])([C:1]#[CH:2])[CH3:12])[S:9][CH:10]=1. The yield is 0.260. (2) The reactants are [C:1]([O:7][CH2:8][CH3:9])(=[O:6])[CH2:2][C:3]([CH3:5])=O.[I:10][C:11]1[CH:18]=[CH:17][CH:16]=[CH:15][C:12]=1[CH:13]=O.[NH4+:19].[OH-:20]. The catalyst is CCO.C(Cl)Cl. The product is [I:10][C:11]1[CH:18]=[CH:17][CH:16]=[CH:15][C:12]=1[CH:13]1[C:2]([C:1]([O:7][CH2:8][CH3:9])=[O:6])=[C:3]([CH3:5])[NH:19][C:3]([CH3:5])=[C:2]1[C:1]([O:7][CH2:8][CH3:9])=[O:20]. The yield is 0.540.